From a dataset of Reaction yield outcomes from USPTO patents with 853,638 reactions. Predict the reaction yield, written as a fraction of the theoretical maximum amount of product (1.0 means a 100% yield; for example, 0.34 means a 34% yield). (1) The reactants are [CH:1]1([N:4]2[CH2:9][CH2:8][N:7]([C:10]3[O:11][C:12]4[CH:18]=[CH:17][C:16]([C:19]([OH:21])=O)=[CH:15][C:13]=4[N:14]=3)[CH2:6][CH2:5]2)[CH2:3][CH2:2]1.[NH:22]1[CH2:26][CH2:25][CH2:24][CH2:23]1.C(N(C(C)C)CC)(C)C.C1CN([P+](ON2N=NC3C=CC=CC2=3)(N2CCCC2)N2CCCC2)CC1.F[P-](F)(F)(F)(F)F. The catalyst is C1COCC1.O. The product is [CH:1]1([N:4]2[CH2:9][CH2:8][N:7]([C:10]3[O:11][C:12]4[CH:18]=[CH:17][C:16]([C:19]([N:22]5[CH2:26][CH2:25][CH2:24][CH2:23]5)=[O:21])=[CH:15][C:13]=4[N:14]=3)[CH2:6][CH2:5]2)[CH2:3][CH2:2]1. The yield is 0.350. (2) The reactants are [O:1]1[C:6]2=[CH:7][CH:8]=[CH:9][C:5]2=[CH:4][CH:3]=[C:2]1[N:10]([C:36]1[CH:41]=[CH:40][CH:39]=[CH:38][CH:37]=1)[C:11]([CH:13]([C:24]1[CH:29]=[CH:28][C:27]([C:30]2[CH2:35][CH2:34][CH2:33][CH2:32][CH:31]=2)=[CH:26][CH:25]=1)[CH2:14][C:15]1[CH:23]=[CH:22][C:18]([C:19]([OH:21])=[O:20])=[CH:17][CH:16]=1)=[O:12]. The catalyst is CCO.[Pd]. The product is [O:1]1[C:6]2=[CH:7][CH:8]=[CH:9][C:5]2=[CH:4][CH:3]=[C:2]1[N:10]([C:36]1[CH:41]=[CH:40][CH:39]=[CH:38][CH:37]=1)[C:11]([CH:13]([C:24]1[CH:25]=[CH:26][C:27]([CH:30]2[CH2:35][CH2:34][CH2:33][CH2:32][CH2:31]2)=[CH:28][CH:29]=1)[CH2:14][C:15]1[CH:23]=[CH:22][C:18]([C:19]([OH:21])=[O:20])=[CH:17][CH:16]=1)=[O:12]. The yield is 0.920. (3) The reactants are [F:1][C:2]1[CH:7]=[C:6]([O:8][CH3:9])[CH:5]=[CH:4][C:3]=1[C:10]1[CH:15]=[CH:14][N:13]([C:16]2[CH:24]=[C:23]3[C:19]([C:20]4[CH2:29][CH2:28][NH:27][CH2:26][C:21]=4[N:22]3[CH3:25])=[CH:18][CH:17]=2)[C:12](=[O:30])[CH:11]=1.[ClH:31].C(OCC)C. The product is [ClH:31].[F:1][C:2]1[CH:7]=[C:6]([O:8][CH3:9])[CH:5]=[CH:4][C:3]=1[C:10]1[CH:15]=[CH:14][N:13]([C:16]2[CH:24]=[C:23]3[C:19]([C:20]4[CH2:29][CH2:28][NH:27][CH2:26][C:21]=4[N:22]3[CH3:25])=[CH:18][CH:17]=2)[C:12](=[O:30])[CH:11]=1. The yield is 0.770. The catalyst is C(Cl)Cl. (4) The reactants are [C:1]([O:5][C:6](=[O:15])[NH:7][C@H:8]([C:12](=O)[NH2:13])[CH2:9][C:10]#[CH:11])([CH3:4])([CH3:3])[CH3:2].COC1C=CC(P2(SP(C3C=CC(OC)=CC=3)(=S)S2)=[S:25])=CC=1. The catalyst is C1COCC1. The product is [NH2:13][C:12](=[S:25])[C@@H:8]([NH:7][C:6](=[O:15])[O:5][C:1]([CH3:4])([CH3:3])[CH3:2])[CH2:9][C:10]#[CH:11]. The yield is 0.710.